Task: Predict the product of the given reaction.. Dataset: Forward reaction prediction with 1.9M reactions from USPTO patents (1976-2016) (1) Given the reactants [NH:1]1[CH2:6][CH2:5][C:4](=[CH:7][C:8]2[CH:9]=[C:10]([CH:22]=[CH:23][CH:24]=2)[O:11][C:12]2[CH:17]=[CH:16][C:15]([C:18]([F:21])([F:20])[F:19])=[CH:14][N:13]=2)[CH2:3][CH2:2]1.[N:25]1[CH:30]=[CH:29][CH:28]=[C:27]([NH:31][C:32](=O)[O:33]C2C=CC=CC=2)[CH:26]=1.C(N(C(C)C)CC)(C)C, predict the reaction product. The product is: [N:25]1[CH:30]=[CH:29][CH:28]=[C:27]([NH:31][C:32]([N:1]2[CH2:6][CH2:5][C:4](=[CH:7][C:8]3[CH:24]=[CH:23][CH:22]=[C:10]([O:11][C:12]4[CH:17]=[CH:16][C:15]([C:18]([F:21])([F:19])[F:20])=[CH:14][N:13]=4)[CH:9]=3)[CH2:3][CH2:2]2)=[O:33])[CH:26]=1. (2) Given the reactants C1(P(C2C=CC=CC=2)C2C=CC=CC=2)C=CC=CC=1.[N:20]([CH2:23][C:24]([NH:26][C:27]1[CH:32]=[CH:31][C:30]([C:33]2[CH:38]=[CH:37][C:36]([C:39]([F:42])([F:41])[F:40])=[CH:35][CH:34]=2)=[CH:29][C:28]=1[CH:43]=O)=[O:25])=[N+]=[N-], predict the reaction product. The product is: [F:40][C:39]([F:42])([F:41])[C:36]1[CH:35]=[CH:34][C:33]([C:30]2[CH:31]=[CH:32][C:27]3[NH:26][C:24](=[O:25])[CH2:23][N:20]=[CH:43][C:28]=3[CH:29]=2)=[CH:38][CH:37]=1. (3) Given the reactants [Li:1][CH2:2]CCC.[CH:6]([NH:9][CH:10](C)[CH3:11])(C)[CH3:7].C(=O)=O.CC(C)=O.[O:20]1[C:24]2([CH2:29][CH2:28][CH:27]([C:30]([O:32][CH2:33][CH3:34])=[O:31])[CH2:26][CH2:25]2)[O:23][CH2:22][CH2:21]1.IC, predict the reaction product. The product is: [CH2:6]([N-:9][CH2:10][CH3:11])[CH3:7].[Li+:1].[CH3:2][C:27]1([C:30]([O:32][CH2:33][CH3:34])=[O:31])[CH2:28][CH2:29][C:24]2([O:23][CH2:22][CH2:21][O:20]2)[CH2:25][CH2:26]1. (4) Given the reactants Cl[C:2](Cl)([O:4]C(=O)OC(Cl)(Cl)Cl)Cl.[Cl:13][C:14]1[CH:19]=[C:18]([NH:20][CH2:21][CH3:22])[C:17]([CH2:23][NH:24][C:25]2[CH:30]=[C:29]([O:31][CH3:32])[CH:28]=[C:27]([O:33][CH3:34])[CH:26]=2)=[CH:16][N:15]=1.CCN(C(C)C)C(C)C, predict the reaction product. The product is: [Cl:13][C:14]1[N:15]=[CH:16][C:17]2[CH2:23][N:24]([C:25]3[CH:30]=[C:29]([O:31][CH3:32])[CH:28]=[C:27]([O:33][CH3:34])[CH:26]=3)[C:2](=[O:4])[N:20]([CH2:21][CH3:22])[C:18]=2[CH:19]=1. (5) Given the reactants [C:1]([O:5][C:6]([N:8]1[CH2:13][CH2:12][CH:11]([N:14]([C:18]([C:20]2[CH:21]=[N:22][C:23](Cl)=[N:24][CH:25]=2)=[O:19])[CH:15]2[CH2:17][CH2:16]2)[CH2:10][CH2:9]1)=[O:7])([CH3:4])([CH3:3])[CH3:2].C(N(C(C)C)C(C)C)C.[NH:36]1[CH:40]=[CH:39][N:38]=[CH:37]1.O, predict the reaction product. The product is: [C:1]([O:5][C:6]([N:8]1[CH2:13][CH2:12][CH:11]([N:14]([CH:15]2[CH2:17][CH2:16]2)[C:18]([C:20]2[CH:21]=[N:22][C:23]([N:36]3[CH:40]=[CH:39][N:38]=[CH:37]3)=[N:24][CH:25]=2)=[O:19])[CH2:10][CH2:9]1)=[O:7])([CH3:4])([CH3:3])[CH3:2]. (6) The product is: [CH3:3][N:8]1[CH2:9][C@@H:10]2[CH2:13][C@@:7]1([C:14]1[NH:18][C:17]3[CH:19]=[CH:20][CH:21]=[C:22]([C:23]([NH2:25])=[O:24])[C:16]=3[N:15]=1)[CH2:12][CH2:11]2. Given the reactants C=O.[C:3]([BH3-])#N.[Na+].[C@:7]12([C:14]3[NH:18][C:17]4[CH:19]=[CH:20][CH:21]=[C:22]([C:23]([NH2:25])=[O:24])[C:16]=4[N:15]=3)[CH2:13][C@H:10]([CH2:11][CH2:12]1)[CH2:9][NH:8]2, predict the reaction product. (7) The product is: [CH3:1][C:2]1[C:8](=[O:9])[NH:7][C:5](=[O:6])[N:4]([C@@H:10]2[O:14][C@H:13]([CH2:15][O:16][P:36]([OH:44])([OH:37])=[O:35])[C@@H:12]([N:17]=[N+:18]=[N-:19])[CH2:11]2)[CH:3]=1. Given the reactants [CH3:1][C:2]1[C:8](=[O:9])[NH:7][C:5](=[O:6])[N:4]([C@@H:10]2[O:14][C@H:13]([CH2:15][OH:16])[C@@H:12]([N:17]=[N+:18]=[N-:19])[CH2:11]2)[CH:3]=1.CC1C(=O)NC(=O)N([C@@H]2O[C@H](C[O:35][P:36]([OH:44])(NC(C(O)=O)C)=[O:37])C=C2)C=1, predict the reaction product.